From a dataset of Catalyst prediction with 721,799 reactions and 888 catalyst types from USPTO. Predict which catalyst facilitates the given reaction. (1) Reactant: [CH3:1][C:2]1[CH:7]=[CH:6][C:5]([OH:8])=[CH:4][C:3]=1[NH:9][C:10]1[C:19]2[C:14](=[CH:15][CH:16]=[C:17](SC)[CH:18]=2)[N:13]=[CH:12][N:11]=1.O[O:23][S:24]([O-:26])=O.[K+].[CH3:28]O. The catalyst class is: 6. Product: [CH3:1][C:2]1[CH:7]=[CH:6][C:5]([OH:8])=[CH:4][C:3]=1[NH:9][C:10]1[C:19]2[C:14](=[CH:15][CH:16]=[C:17]([S:24]([CH3:28])(=[O:26])=[O:23])[CH:18]=2)[N:13]=[CH:12][N:11]=1. (2) Reactant: [NH2:1][C:2]1[C:11]([C:12]([NH:14][C:15]2[CH:16]=[N:17][CH:18]=[CH:19][C:20]=2[CH:21]2[CH2:26][CH2:25][N:24](C(OC(C)(C)C)=O)[CH2:23][CH2:22]2)=[O:13])=[C:5]2[N:6]=[CH:7][C:8]([F:10])=[CH:9][N:4]2[N:3]=1.C(Cl)Cl.C(O)(C(F)(F)F)=O. Product: [NH2:1][C:2]1[C:11]([C:12]([NH:14][C:15]2[CH:16]=[N:17][CH:18]=[CH:19][C:20]=2[CH:21]2[CH2:26][CH2:25][NH:24][CH2:23][CH2:22]2)=[O:13])=[C:5]2[N:6]=[CH:7][C:8]([F:10])=[CH:9][N:4]2[N:3]=1. The catalyst class is: 5. (3) Reactant: [C:1]([OH:20])(=O)[CH2:2][CH2:3][CH2:4][CH2:5][CH2:6][CH2:7][CH2:8]/[CH:9]=[CH:10]\[CH2:11][CH2:12][CH2:13][CH2:14][CH2:15][CH2:16][CH2:17][CH3:18].C1CCC(N=C=NC2CCCCC2)CC1.CO.[NH2:38][C@H:39]([CH2:43][OH:44])[CH:40]([CH3:42])[CH3:41]. Product: [C:1]([NH:38][C@H:39]([CH2:43][OH:44])[CH:40]([CH3:42])[CH3:41])(=[O:20])[CH2:2][CH2:3][CH2:4][CH2:5][CH2:6][CH2:7][CH2:8]/[CH:9]=[CH:10]\[CH2:11][CH2:12][CH2:13][CH2:14][CH2:15][CH2:16][CH2:17][CH3:18]. The catalyst class is: 300. (4) Reactant: [Cl-].[CH3:2][O:3][CH:4]([O:10][CH3:11])[C:5]([CH3:9])=[CH:6][CH2:7][Cl:8]. Product: [CH3:2][O:3][CH:4]([O:10][CH3:11])[C:5]([CH3:9])=[CH:6][CH2:7][Cl:8]. The catalyst class is: 23. (5) Reactant: Cl[C:2]1[C:3]2[CH:12]=[C:11]([CH2:13][CH3:14])[NH:10][C:4]=2[N:5]=[C:6]([S:8][CH3:9])[N:7]=1.[O-:15][CH2:16][CH3:17].[Na+]. Product: [CH2:16]([O:15][C:2]1[C:3]2[CH:12]=[C:11]([CH2:13][CH3:14])[NH:10][C:4]=2[N:5]=[C:6]([S:8][CH3:9])[N:7]=1)[CH3:17]. The catalyst class is: 6. (6) Reactant: C(OC(=O)[NH:7][CH2:8][C:9]([C@@H:12]1[C@@H:21]2[CH2:22][CH2:23][CH2:24][C@@H:20]2[C:19]2[CH:18]=[C:17]([C:25]#[N:26])[CH:16]=[CH:15][C:14]=2[NH:13]1)([CH3:11])[CH3:10])(C)(C)C.Cl.O1CCOCC1.[OH-].[Na+].C(OCC)(=O)C. Product: [NH2:7][CH2:8][C:9]([C@@H:12]1[C@@H:21]2[CH2:22][CH2:23][CH2:24][C@@H:20]2[C:19]2[CH:18]=[C:17]([C:25]#[N:26])[CH:16]=[CH:15][C:14]=2[NH:13]1)([CH3:11])[CH3:10]. The catalyst class is: 7. (7) Reactant: [F:1][C:2]([F:32])([F:31])[O:3][C:4]1[CH:9]=[CH:8][C:7]([C:10]2[S:14][C:13]([NH:15][C:16]([NH:18][C:19]3[C:24]([CH3:25])=[CH:23][C:22]([CH3:26])=[CH:21][C:20]=3[CH3:27])=[O:17])=[C:12]([C:28]([OH:30])=O)[CH:11]=2)=[CH:6][CH:5]=1.CN(C(ON1N=NC2C=CC=NC1=2)=[N+](C)C)C.F[P-](F)(F)(F)(F)F.CCN(C(C)C)C(C)C.Cl.[NH2:67][C@@H:68]([CH:73]1[CH2:78][CH2:77][CH2:76][CH2:75][CH2:74]1)[C:69]([O:71][CH3:72])=[O:70]. Product: [CH:73]1([C@H:68]([NH:67][C:28]([C:12]2[CH:11]=[C:10]([C:7]3[CH:6]=[CH:5][C:4]([O:3][C:2]([F:1])([F:32])[F:31])=[CH:9][CH:8]=3)[S:14][C:13]=2[NH:15][C:16]([NH:18][C:19]2[C:24]([CH3:25])=[CH:23][C:22]([CH3:26])=[CH:21][C:20]=2[CH3:27])=[O:17])=[O:30])[C:69]([O:71][CH3:72])=[O:70])[CH2:78][CH2:77][CH2:76][CH2:75][CH2:74]1. The catalyst class is: 3. (8) Reactant: [F:1][CH:2]([F:33])[CH2:3][N:4]1[CH:8]=[C:7]([NH:9][C:10]([C:12]2[N:13]=[C:14]([C:25]3[C:30]([F:31])=[CH:29][CH:28]=[CH:27][C:26]=3[F:32])[S:15][C:16]=2[NH:17]C(=O)OC(C)(C)C)=[O:11])[CH:6]=[N:5]1.Cl. Product: [NH2:17][C:16]1[S:15][C:14]([C:25]2[C:30]([F:31])=[CH:29][CH:28]=[CH:27][C:26]=2[F:32])=[N:13][C:12]=1[C:10]([NH:9][C:7]1[CH:6]=[N:5][N:4]([CH2:3][CH:2]([F:1])[F:33])[CH:8]=1)=[O:11]. The catalyst class is: 12.